Dataset: CYP2D6 inhibition data for predicting drug metabolism from PubChem BioAssay. Task: Regression/Classification. Given a drug SMILES string, predict its absorption, distribution, metabolism, or excretion properties. Task type varies by dataset: regression for continuous measurements (e.g., permeability, clearance, half-life) or binary classification for categorical outcomes (e.g., BBB penetration, CYP inhibition). Dataset: cyp2d6_veith. The drug is C[C@H]1CC[C@@]2(NC1)O[C@@H]1C[C@H]3[C@@H]4CC=C5C[C@@H](O)CC[C@]5(C)[C@@H]4CC[C@]3(C)[C@@H]1[C@@H]2C. The result is 0 (non-inhibitor).